Dataset: Forward reaction prediction with 1.9M reactions from USPTO patents (1976-2016). Task: Predict the product of the given reaction. (1) The product is: [C:1]([N:5]1[C:17](=[O:18])[C:16]2[C:7](=[N:8][C:9]3[CH:10]=[CH:11][CH:12]=[CH:13][C:14]=3[C:15]=2[NH:26][CH2:25][C:24]2[CH:27]=[CH:28][C:29]([O:30][CH3:31])=[C:22]([Cl:21])[CH:23]=2)[CH2:6]1)([CH3:4])([CH3:3])[CH3:2]. Given the reactants [C:1]([N:5]1[C:17](=[O:18])[C:16]2[C:7](=[N:8][C:9]3[CH:10]=[CH:11][CH:12]=[CH:13][C:14]=3[C:15]=2Cl)[CH2:6]1)([CH3:4])([CH3:3])[CH3:2].Cl.[Cl:21][C:22]1[CH:23]=[C:24]([CH:27]=[CH:28][C:29]=1[O:30][CH3:31])[CH2:25][NH2:26], predict the reaction product. (2) Given the reactants [OH:1][CH:2]([C:4]1([C:10]([OH:12])=O)[CH2:8][CH2:7][C:6](=[O:9])[CH2:5]1)[CH3:3].O[N:14]1C2N=CC=CC=2N=N1.C(Cl)CCl.C(OC1C=CC(C(F)(F)F)=CC=1CN)(C)(C)C, predict the reaction product. The product is: [OH:1][CH:2]([C:4]1([C:10]([NH2:14])=[O:12])[CH2:8][CH2:7][C:6](=[O:9])[CH2:5]1)[CH3:3]. (3) The product is: [F:1][C:2]1[CH:30]=[CH:29][C:28]([F:31])=[CH:27][C:3]=1[CH2:4][NH:5][C:6]([N:8]1[CH2:13][CH2:12][CH:11]([NH:14][C:15]2[CH:20]=[CH:19][C:18]([CH2:21][CH2:22][NH:43][CH2:44][C@H:45]([OH:46])[C:47]3[CH:48]=[CH:49][C:50]([OH:58])=[C:51]([NH:53][S:54]([CH3:57])(=[O:56])=[O:55])[CH:52]=3)=[CH:17][CH:16]=2)[CH2:10][CH2:9]1)=[O:7]. Given the reactants [F:1][C:2]1[CH:30]=[CH:29][C:28]([F:31])=[CH:27][C:3]=1[CH2:4][NH:5][C:6]([N:8]1[CH2:13][CH2:12][CH:11]([NH:14][C:15]2[CH:20]=[CH:19][C:18]([CH2:21][CH:22](OC)OC)=[CH:17][CH:16]=2)[CH2:10][CH2:9]1)=[O:7].[I-].[Na+].Cl[Si](Cl)(Cl)C.C(O)(=O)C.[NH2:43][CH2:44][C@@H:45]([C:47]1[CH:48]=[CH:49][C:50]([OH:58])=[C:51]([NH:53][S:54]([CH3:57])(=[O:56])=[O:55])[CH:52]=1)[OH:46].C([BH3-])#N.[Na+], predict the reaction product. (4) The product is: [CH3:1][C:2]1[O:3][C:4]2[C:10]([CH2:11][O:12][C:19]3[CH:20]=[CH:21][C:22]([CH2:28][CH2:29][C:30]([OH:32])=[O:31])=[C:23]4[C:27]=3[CH2:26][CH2:25][CH2:24]4)=[CH:9][C:8]([O:13][C:14]([F:15])([F:17])[F:16])=[CH:7][C:5]=2[CH:6]=1. Given the reactants [CH3:1][C:2]1[O:3][C:4]2[C:10]([CH2:11][OH:12])=[CH:9][C:8]([O:13][C:14]([F:17])([F:16])[F:15])=[CH:7][C:5]=2[CH:6]=1.O[C:19]1[CH:20]=[CH:21][C:22]([CH2:28][CH2:29][C:30]([O:32]CC)=[O:31])=[C:23]2[C:27]=1[CH2:26][CH2:25][CH2:24]2, predict the reaction product. (5) Given the reactants [C:1]1([C:11]2[CH:16]=[CH:15][CH:14]=[CH:13][CH:12]=2)[CH:6]=[CH:5][C:4]([S:7](Cl)(=[O:9])=[O:8])=[CH:3][CH:2]=1.C(N(C(C)C)CC)(C)C.[C:26]([O:30][C:31](=[O:46])[CH2:32][O:33][C:34]1[C:39]2[CH2:40][CH2:41][CH2:42][CH2:43][CH:44]([NH2:45])[C:38]=2[CH:37]=[CH:36][CH:35]=1)([CH3:29])([CH3:28])[CH3:27].O, predict the reaction product. The product is: [C:26]([O:30][C:31](=[O:46])[CH2:32][O:33][C:34]1[C:39]2[CH2:40][CH2:41][CH2:42][CH2:43][CH:44]([NH:45][S:7]([C:4]3[CH:5]=[CH:6][C:1]([C:11]4[CH:16]=[CH:15][CH:14]=[CH:13][CH:12]=4)=[CH:2][CH:3]=3)(=[O:9])=[O:8])[C:38]=2[CH:37]=[CH:36][CH:35]=1)([CH3:29])([CH3:27])[CH3:28]. (6) Given the reactants [F:1][C:2]([F:14])([O:6][C:7]1[CH:8]=[C:9]([CH3:13])[CH:10]=[CH:11][CH:12]=1)[CH:3]([F:5])[F:4].BrN1C(=O)CCC1=O.N(C(C)(C)C#N)=NC(C)(C)C#N.[F:35][C:36]1[CH:37]=[C:38]([C:42](=[O:49])[CH2:43][C:44]([O:46][CH2:47][CH3:48])=[O:45])[CH:39]=[CH:40][CH:41]=1.[H-].[Na+].FC(F)(OC1C=C(CBr)C=CC=1)C(F)F, predict the reaction product. The product is: [F:35][C:36]1[CH:37]=[C:38]([C:42](=[O:49])[CH:43]([CH2:13][C:9]2[CH:10]=[CH:11][CH:12]=[C:7]([O:6][C:2]([F:14])([F:1])[CH:3]([F:4])[F:5])[CH:8]=2)[C:44]([O:46][CH2:47][CH3:48])=[O:45])[CH:39]=[CH:40][CH:41]=1. (7) Given the reactants Cl.[NH:2]1[CH2:7][CH2:6][C:5](=[O:8])[CH2:4][CH2:3]1.C(N(CC)CC)C.C(=O)([O-])[O-].[K+].[K+].F[C:23]1[CH:28]=[CH:27][C:26]([N+:29]([O-:31])=[O:30])=[CH:25][CH:24]=1, predict the reaction product. The product is: [N+:29]([C:26]1[CH:27]=[CH:28][C:23]([N:2]2[CH2:7][CH2:6][C:5](=[O:8])[CH2:4][CH2:3]2)=[CH:24][CH:25]=1)([O-:31])=[O:30]. (8) Given the reactants C([O:8][C:9]1[C:10]([CH2:16][N:17]([CH2:35][C:36]2[CH:41]=[C:40]([C:42]([F:45])([F:44])[F:43])[CH:39]=[C:38]([C:46]([F:49])([F:48])[F:47])[CH:37]=2)[C:18]2[N:23]=[CH:22][C:21]([N:24]3[CH2:29][CH2:28][CH:27]([C:30]([O:32][CH2:33][CH3:34])=[O:31])[CH2:26][CH2:25]3)=[CH:20][N:19]=2)=[N:11][C:12]([CH3:15])=[CH:13][CH:14]=1)C1C=CC=CC=1, predict the reaction product. The product is: [F:49][C:46]([F:47])([F:48])[C:38]1[CH:37]=[C:36]([CH:41]=[C:40]([C:42]([F:44])([F:45])[F:43])[CH:39]=1)[CH2:35][N:17]([CH2:16][C:10]1[C:9]([OH:8])=[CH:14][CH:13]=[C:12]([CH3:15])[N:11]=1)[C:18]1[N:23]=[CH:22][C:21]([N:24]2[CH2:29][CH2:28][CH:27]([C:30]([O:32][CH2:33][CH3:34])=[O:31])[CH2:26][CH2:25]2)=[CH:20][N:19]=1. (9) Given the reactants [CH3:1][C:2]1[O:6][N:5]=[C:4]([C:7]2[CH:12]=[CH:11][CH:10]=[CH:9][CH:8]=2)[C:3]=1[CH2:13][O:14][C:15]1[N:20]=[CH:19][C:18]([C:21]([NH:23][CH:24]2[CH2:29][CH2:28][CH2:27][N:26]([CH2:30][C:31]([OH:33])=O)[CH2:25]2)=[O:22])=[CH:17][CH:16]=1.[NH2:34][CH:35]1[CH2:40][CH2:39][O:38][CH2:37][CH2:36]1, predict the reaction product. The product is: [CH3:1][C:2]1[O:6][N:5]=[C:4]([C:7]2[CH:8]=[CH:9][CH:10]=[CH:11][CH:12]=2)[C:3]=1[CH2:13][O:14][C:15]1[CH:16]=[CH:17][C:18]([C:21]([NH:23][CH:24]2[CH2:29][CH2:28][CH2:27][N:26]([CH2:30][C:31](=[O:33])[NH:34][CH:35]3[CH2:40][CH2:39][O:38][CH2:37][CH2:36]3)[CH2:25]2)=[O:22])=[CH:19][N:20]=1. (10) Given the reactants [Br:1][C:2]1[N:6]2[CH2:7][CH2:8][CH2:9][N:10]([CH3:12])[CH2:11][C:5]2=[C:4]([C:13](N[C@@H](CC(C)C)C(NC)=O)=[O:14])[N:3]=1.[NH2:25][C@H:26]([C:31]([OH:33])=O)[C:27]([CH3:30])([CH3:29])[CH3:28].[CH3:34][NH:35][CH3:36], predict the reaction product. The product is: [Br:1][C:2]1[N:6]2[CH2:7][CH2:8][CH2:9][N:10]([CH3:12])[CH2:11][C:5]2=[C:4]([C:13]([NH:25][C@@H:26]([C:27]([CH3:30])([CH3:29])[CH3:28])[C:31]([N:35]([CH3:36])[CH3:34])=[O:33])=[O:14])[N:3]=1.